From a dataset of Reaction yield outcomes from USPTO patents with 853,638 reactions. Predict the reaction yield, written as a fraction of the theoretical maximum amount of product (1.0 means a 100% yield; for example, 0.34 means a 34% yield). (1) The reactants are [Cl:1][C:2]1[C:3](Cl)=[C:4]2[N:10]=[C:9]([C:11]3[CH:16]=[CH:15][C:14]([O:17][CH2:18][CH2:19][N:20]4[CH2:25][CH2:24][O:23][CH2:22][CH2:21]4)=[CH:13][CH:12]=3)[NH:8][C:5]2=[N:6][CH:7]=1.[NH:27]1[CH2:31][CH2:30][CH2:29][CH2:28]1. The catalyst is CN(C=O)C. The product is [Cl:1][C:2]1[C:3]([N:27]2[CH2:31][CH2:30][CH2:29][CH2:28]2)=[C:4]2[N:10]=[C:9]([C:11]3[CH:12]=[CH:13][C:14]([O:17][CH2:18][CH2:19][N:20]4[CH2:21][CH2:22][O:23][CH2:24][CH2:25]4)=[CH:15][CH:16]=3)[NH:8][C:5]2=[N:6][CH:7]=1. The yield is 0.190. (2) The reactants are C([O:9][CH2:10][C@@:11]1([CH3:18])[CH:17]=[CH:16][CH2:15][CH2:14][CH2:13][O:12]1)(=O)C1C=CC=CC=1.[OH-].[Na+]. The catalyst is C1COCC1.CO. The product is [CH3:18][C@:11]1([CH2:10][OH:9])[CH:17]=[CH:16][CH2:15][CH2:14][CH2:13][O:12]1. The yield is 1.00. (3) The reactants are Cl[C:2]1[CH:3]=[CH:4][C:5]2[N:6]([C:8]([C:11]3[CH:16]=[CH:15][CH:14]=[C:13]([Cl:17])[CH:12]=3)=[CH:9][N:10]=2)[N:7]=1.[CH:18]1[CH:19]=[CH:20]C(P([C:18]2[C:23]([C:18]3[C:23](P([C:18]4[CH:23]=CC=[CH:20][CH:19]=4)[C:18]4[CH:23]=CC=[CH:20][CH:19]=4)=CC=[C:20]4[C:19]=3[CH:20]=[CH:23][CH:18]=[CH:19]4)=[C:23]3[C:18]([CH:19]=[CH:20]C=C3)=[CH:20][CH:19]=2)[C:18]2[CH:23]=CC=[CH:20][CH:19]=2)=C[CH:23]=1.C(O[Na])(C)(C)C.[N:70]#N.[CH3:72][C:73](=[O:77])[O:74][CH2:75][CH3:76]. The catalyst is C1(C)C=CC=CC=1.C1C=CC(/C=C/C(/C=C/C2C=CC=CC=2)=O)=CC=1.C1C=CC(/C=C/C(/C=C/C2C=CC=CC=2)=O)=CC=1.C1C=CC(/C=C/C(/C=C/C2C=CC=CC=2)=O)=CC=1.[Pd].[Pd]. The product is [Cl:17][C:13]1[CH:12]=[C:11]([C:8]2[N:6]3[N:7]=[C:2]([NH:70][CH:18]4[CH2:19][CH2:20][C:73]5([O:77][CH2:76][CH2:75][O:74]5)[CH2:72][CH2:23]4)[CH:3]=[CH:4][C:5]3=[N:10][CH:9]=2)[CH:16]=[CH:15][CH:14]=1. The yield is 0.578. (4) The reactants are [CH3:1][C:2]([CH3:40])([CH3:39])[C:3](=O)[CH2:4][N:5]1[C:10](=[O:11])[C:9]([CH2:12][C:13]2[CH:18]=[CH:17][C:16]([C:19]3[CH:24]=[CH:23][CH:22]=[CH:21][C:20]=3[C:25]3[NH:29][C:28](=[O:30])[O:27][N:26]=3)=[CH:15][CH:14]=2)=[C:8]([CH2:31][CH2:32][CH3:33])[N:7]2[N:34]=[C:35]([CH3:37])[N:36]=[C:6]12.Cl.[NH2:42][O:43][CH2:44][CH3:45].N1C=CC=CC=1.Cl. The catalyst is O.C(OCC)(=O)C. The product is [CH2:44]([O:43]/[N:42]=[C:3](\[C:2]([CH3:39])([CH3:40])[CH3:1])/[CH2:4][N:5]1[C:10](=[O:11])[C:9]([CH2:12][C:13]2[CH:14]=[CH:15][C:16]([C:19]3[CH:24]=[CH:23][CH:22]=[CH:21][C:20]=3[C:25]3[NH:29][C:28](=[O:30])[O:27][N:26]=3)=[CH:17][CH:18]=2)=[C:8]([CH2:31][CH2:32][CH3:33])[N:7]2[N:34]=[C:35]([CH3:37])[N:36]=[C:6]12)[CH3:45]. The yield is 0.490. (5) The reactants are Cl.[F:2][C:3]1[C:8]([F:9])=[CH:7][CH:6]=[CH:5][C:4]=1[CH2:10][CH2:11][C:12]([NH2:14])=[NH:13].[O-]CC.[Na+].C([O:21][C:22]([CH:24]1[CH2:28][CH2:27][CH2:26][C:25]1=O)=O)C. The catalyst is C(O)C. The product is [F:2][C:3]1[C:8]([F:9])=[CH:7][CH:6]=[CH:5][C:4]=1[CH2:10][CH2:11][C:12]1[NH:14][C:25]2[CH2:26][CH2:27][CH2:28][C:24]=2[C:22](=[O:21])[N:13]=1. The yield is 0.560.